Task: Binary Classification. Given a miRNA mature sequence and a target amino acid sequence, predict their likelihood of interaction.. Dataset: Experimentally validated miRNA-target interactions with 360,000+ pairs, plus equal number of negative samples (1) The miRNA is hsa-miR-2116-3p with sequence CCUCCCAUGCCAAGAACUCCC. The protein sequence of the target gene is MSLQSPSRLLELAGQSLLRNQFLTIFILDELPREVFPLMFMEASSMRHFEALKLMVQAWPFLRLPLGSLMKTPHLETLQAVLKGLDTLLAQKLRPRRWKLQVLDLRDVDGNFWTIWSGARALSCSPEAMSKRQTVEDYPRTGEHQPLKVFIDLCQKESTLDECLSYLCRWIHYRRGLVHLCCNKVQNYSMPTSSFRNLLKRVYPDSIQELEIKRKCSLNKTGKFAPYLSQMSNLRKLFLAFGYDDELYVSGQQQFVPDLDCPFLCLYYPQMLYIRKISNIKEHLEHLLRCLKNPLGTFIF.... Result: 0 (no interaction). (2) The miRNA is hsa-miR-101-3p with sequence UACAGUACUGUGAUAACUGAA. The protein sequence of the target gene is MHSSNPKVRSSPSGNTQSSPKSKQEVMVRPPTVMSPSGNPQLDSKFSNQGKQGGSASQSQPSPCDSKSGGHTPKALPGPGGSMGLKNGAGNGAKGKGKRERSISADSFDQRDPGTPNDDSDIKECNSADHIKSQDSQHTPHSMTPSNATAPRSSTPSHGQTTATEPTPAQKTPAKVVYVFSTEMANKAAEAVLKGQVETIVSFHIQNISNNKTERSTAPLNTQISALRNDPKPLPQQPPAPANQDQNSSQNTRLQPTPPIPAPAPKPAAPPRPLDRESPGVENKLIPSVGSPASSTPLPP.... Result: 1 (interaction). (3) The protein sequence of the target gene is MSCVPWKGDKAKAESSDLPQAAPPQIYHEKQRRELCALHALNNVFQDSNAFTRETLQEIFQRLSPNTMVTPHKKSMLGNGNYDVNVIMAALQTKGYEAVWWDKRRDVGVIALTNVMGFIMNLPSSLCWGPLKLPLKRQHWICVREVGGAYYNLDSKLKMPEWIGGESELRKFLKYHLRGKNCELLLVVPEEVEAHQSWRADV. Result: 1 (interaction). The miRNA is mmu-miR-677-5p with sequence UUCAGUGAUGAUUAGCUUCUGA. (4) The miRNA is hsa-miR-6124 with sequence GGGAAAAGGAAGGGGGAGGA. The protein sequence of the target gene is MASSPHQQLLHHHSTEVSCDSSGDSNSVRVKINPKQLSSNTHPKHCKYSISSSCSSSGDSGGLPRRVGGGGRLRRQKKLPQLFERASSRWWDPKFDSMNLEEACLERCFPQTQRRFRYALFYVGFACLLWSIYFAVHMKSKVIVMVVPALCFLVVCVGFFLFTFTKLYARHYAWTSLALTLLVFALTLAAQFQVWTPLSGRVDSSNHTLTATPADTCLSQVGSFSICIEVLLLLYTVMQLPLYLSLFLGVVYSVLFETFGYHFRNEDCYPSPGPGALHWELLSRALLHVCIHAIGIHLFV.... Result: 0 (no interaction). (5) The miRNA is hsa-miR-4661-3p with sequence CAGGAUCCACAGAGCUAGUCCA. The protein sequence of the target gene is MEKPTSSTNGEKRKSPCDSNSKNDEMQETPNRDLVLEPSLKKMKTSEYSTVLVLCYRKTKKIHSNQLENDQS. Result: 1 (interaction). (6) The miRNA is cel-miR-1019-5p with sequence GUGAGCAUUGUUCGAGUUUCAUUUU. The protein sequence of the target gene is MPEINTNHLDKQQVQLLAEMCILIDENDNKIGAETKKNCHLNENIEKGLLHRAFSVFLFNTENKLLLQQRSDAKITFPGCFTNTCCSHPLSNPAELEESDALGVRRAAQRRLKAELGIPLEEVPPEEINYLTRIHYKAQSDGIWGEHEIDYILLVRKNVTLNPDPNEIKSYCYVSKEELKELLKKAASGEIKITPWFKIIAATFLFKWWDNLNHLNQFVDHEKIYRM. Result: 0 (no interaction). (7) The miRNA is hsa-miR-483-5p with sequence AAGACGGGAGGAAAGAAGGGAG. The protein sequence of the target gene is MQEGELAISPISPVAAMPPLGTHVQARCEAQINLLGEGGICKLPGRLRIQPALWSREDVLHWLRWAEQEYSLPCTAEHGFEMNGRALCILTKDDFRHRAPSSGDVLYELLQYIKTQRRALVCGPFFGGIFRLKTPTQHSPVPPEEVTGPSQMDTRRGHLLQPPDPGLTSNFGHLDDPGLARWTPGKEESLNLCHCAELGCRTQGVCSFPAMPQAPIDGRIADCRLLWDYVYQLLLDTRYEPYIKWEDKDAKIFRVVDPNGLARLWGNHKNRVNMTYEKMSRALRHYYKLNIIKKEPGQKL.... Result: 1 (interaction). (8) The miRNA is hsa-miR-18a-3p with sequence ACUGCCCUAAGUGCUCCUUCUGG. The protein sequence of the target gene is MSEEQFGGDGAAAAATAAVGGSAGEQEGAMVAATQGAAAAAGSGAGTGGGTASGGTEGGSAESEGAKIDASKNEEDEGHSNSSPRHSEAATAQREEWKMFIGGLSWDTTKKDLKDYFSKFGEVVDCTLKLDPITGRSRGFGFVLFKESESVDKVMDQKEHKLNGKVIDPKRAKAMKTKEPVKKIFVGGLSPDTPEEKIREYFGGFGEVESIELPMDNKTNKRRGFCFITFKEEEPVKKIMEKKYHNVGLSKCEIKVAMSKEQYQQQQQWGSRGGFAGRARGRGGGPSQNWNQGYSNYWNQ.... Result: 1 (interaction). (9) The miRNA is mmu-miR-501-3p with sequence AAUGCACCCGGGCAAGGAUUUG. The protein sequence of the target gene is MEPQPGGARSCRRGAPGGACELNTATESAAPMSLAIHSTTGTRYDLSVPHDETVEGLRKRLSQRLKVPKERLALLHKDTRLSSGKLQEFGVGDGSKLTLVPTVEAGLMSQASRPEQSVMQALESLTETQVSDFLSGRSPLTLALRVGDHMMFVQLQLAAQHAPLQHRHVLAAAAAAAAAARGDSSVATPVSSPCRPVSSAARVPPVSSSPSSPVSPSPVTAGSFRSHAASTTCPEQMDCSPPASSSSTSTPGSSPTPRSRKPGAVIESFVNHAPGVFSGTFSGTLHPNCQDSSGRPRRDI.... Result: 1 (interaction). (10) The miRNA is hsa-miR-5189-5p with sequence UCUGGGCACAGGCGGAUGGACAGG. The protein sequence of the target gene is MKALIFAAAGLLLLLPTFCQSGMENDTNNLAKPTLPIKTFRGAPPNSFEEFPFSALEGWTGATITVKIKCPEESASHLHVKNATMGYLTSSLSTKLIPAIYLLVFVVGVPANAVTLWMLFFRTRSICTTVFYTNLAIADFLFCVTLPFKIAYHLNGNNWVFGEVLCRATTVIFYGNMYCSILLLACISINRYLAIVHPFTYRGLPKHTYALVTCGLVWATVFLYMLPFFILKQEYYLVQPDITTCHDVHNTCESSSPFQLYYFISLAFFGFLIPFVLIIYCYAAIIRTLNAYDHRWLWYV.... Result: 1 (interaction).